From a dataset of NCI-60 drug combinations with 297,098 pairs across 59 cell lines. Regression. Given two drug SMILES strings and cell line genomic features, predict the synergy score measuring deviation from expected non-interaction effect. (1) Drug 1: C1CCC(C1)C(CC#N)N2C=C(C=N2)C3=C4C=CNC4=NC=N3. Drug 2: CC1OCC2C(O1)C(C(C(O2)OC3C4COC(=O)C4C(C5=CC6=C(C=C35)OCO6)C7=CC(=C(C(=C7)OC)O)OC)O)O. Cell line: DU-145. Synergy scores: CSS=43.5, Synergy_ZIP=1.48, Synergy_Bliss=2.20, Synergy_Loewe=-7.53, Synergy_HSA=3.64. (2) Drug 1: C1=CC(=CC=C1CCCC(=O)O)N(CCCl)CCCl. Drug 2: C1C(C(OC1N2C=NC(=NC2=O)N)CO)O. Cell line: SW-620. Synergy scores: CSS=42.5, Synergy_ZIP=-4.29, Synergy_Bliss=-2.30, Synergy_Loewe=-5.84, Synergy_HSA=4.19. (3) Drug 1: C1=NC2=C(N=C(N=C2N1C3C(C(C(O3)CO)O)O)F)N. Drug 2: C(CN)CNCCSP(=O)(O)O. Cell line: T-47D. Synergy scores: CSS=5.58, Synergy_ZIP=-1.18, Synergy_Bliss=3.09, Synergy_Loewe=0.696, Synergy_HSA=2.34. (4) Drug 1: CN1C2=C(C=C(C=C2)N(CCCl)CCCl)N=C1CCCC(=O)O.Cl. Drug 2: CCN(CC)CCCC(C)NC1=C2C=C(C=CC2=NC3=C1C=CC(=C3)Cl)OC. Cell line: M14. Synergy scores: CSS=12.0, Synergy_ZIP=2.39, Synergy_Bliss=1.76, Synergy_Loewe=-11.4, Synergy_HSA=-1.25. (5) Drug 1: CC1=C(C(CCC1)(C)C)C=CC(=CC=CC(=CC(=O)O)C)C. Drug 2: CC=C1C(=O)NC(C(=O)OC2CC(=O)NC(C(=O)NC(CSSCCC=C2)C(=O)N1)C(C)C)C(C)C. Cell line: CCRF-CEM. Synergy scores: CSS=15.7, Synergy_ZIP=1.79, Synergy_Bliss=3.60, Synergy_Loewe=-67.4, Synergy_HSA=-2.28. (6) Drug 1: CC1=C2C(C(=O)C3(C(CC4C(C3C(C(C2(C)C)(CC1OC(=O)C(C(C5=CC=CC=C5)NC(=O)OC(C)(C)C)O)O)OC(=O)C6=CC=CC=C6)(CO4)OC(=O)C)OC)C)OC. Drug 2: CCCS(=O)(=O)NC1=C(C(=C(C=C1)F)C(=O)C2=CNC3=C2C=C(C=N3)C4=CC=C(C=C4)Cl)F. Cell line: MOLT-4. Synergy scores: CSS=37.5, Synergy_ZIP=-4.75, Synergy_Bliss=-10.1, Synergy_Loewe=-41.3, Synergy_HSA=-9.21. (7) Drug 1: CC(C1=C(C=CC(=C1Cl)F)Cl)OC2=C(N=CC(=C2)C3=CN(N=C3)C4CCNCC4)N. Drug 2: C1CCC(C1)C(CC#N)N2C=C(C=N2)C3=C4C=CNC4=NC=N3. Cell line: SK-MEL-5. Synergy scores: CSS=-10.7, Synergy_ZIP=12.8, Synergy_Bliss=9.28, Synergy_Loewe=-8.10, Synergy_HSA=-9.99.